From a dataset of Catalyst prediction with 721,799 reactions and 888 catalyst types from USPTO. Predict which catalyst facilitates the given reaction. (1) Reactant: [Br:1][C:2]1[CH:7]=[CH:6][C:5]([C:8]2[NH:12][N:11]=[N:10][N:9]=2)=[CH:4][CH:3]=1.[OH-].[Na+].[CH3:15]I. Product: [Br:1][C:2]1[CH:7]=[CH:6][C:5]([C:8]2[N:9]=[N:10][N:11]([CH3:15])[N:12]=2)=[CH:4][CH:3]=1. The catalyst class is: 9. (2) Reactant: [NH2:1][C@H:2]([CH2:30]O)[CH2:3][CH2:4][C:5]1[C:10]([F:11])=[CH:9][N:8]=[CH:7][C:6]=1[NH:12][C:13](=[O:29])[C@@H:14]([N:26]=[N+:27]=[N-:28])[C@@H:15]([C:19]1[CH:24]=[CH:23][C:22]([Cl:25])=[CH:21][CH:20]=1)[CH:16]([CH3:18])[CH3:17].C(N(CC)CC)C.[C:39]1([S:45](Cl)(=[O:47])=[O:46])[CH:44]=[CH:43][CH:42]=[CH:41][CH:40]=1.CS(Cl)(=O)=O. Product: [N:26]([C@@H:14]([C@@H:15]([C:19]1[CH:24]=[CH:23][C:22]([Cl:25])=[CH:21][CH:20]=1)[CH:16]([CH3:18])[CH3:17])[C:13]([NH:12][C:6]1[CH:7]=[N:8][CH:9]=[C:10]([F:11])[C:5]=1[CH2:4][CH2:3][CH:2]1[CH2:30][N@@:1]1[S:45]([C:39]1[CH:44]=[CH:43][CH:42]=[CH:41][CH:40]=1)(=[O:47])=[O:46])=[O:29])=[N+:27]=[N-:28]. The catalyst class is: 154. (3) Reactant: Br[C:2]1[CH:3]=[N:4][CH:5]=[C:6]([F:11])[C:7]=1[CH:8]1[CH2:10][CH2:9]1.C(=O)([O-])[O-].[Na+].[Na+].[F:18][C:19]1[CH:20]=[C:21](B(O)O)[CH:22]=[C:23]2[C:28]=1[N:27]1[C:29]([CH3:32])=[N:30][N:31]=[C:26]1[CH2:25][CH2:24]2. Product: [CH:8]1([C:7]2[C:6]([F:11])=[CH:5][N:4]=[CH:3][C:2]=2[C:21]2[CH:22]=[C:23]3[C:28](=[C:19]([F:18])[CH:20]=2)[N:27]2[C:29]([CH3:32])=[N:30][N:31]=[C:26]2[CH2:25][CH2:24]3)[CH2:10][CH2:9]1. The catalyst class is: 149. (4) Reactant: [Cl:1][C:2]1[CH:9]=[CH:8][CH:7]=[CH:6][C:3]=1C=O.[C:10](=[O:13])([O-])[OH:11].[NH4+:14].[C-:15]#N.[Na+]. Product: [Cl:1][C:2]1[CH:9]=[CH:8][CH:7]=[CH:6][C:3]=1[NH:14][CH2:15][C:10]([OH:11])=[O:13]. The catalyst class is: 24. (5) Reactant: C([O:3][C:4](=O)[CH2:5][CH2:6][CH2:7][CH2:8][CH2:9]I)C.C(OC(=O)CCCCCCI)C.[CH:24]1[C:33]2[C:28](=[CH:29][CH:30]=[CH:31][CH:32]=2)[CH:27]=[CH:26][C:25]=1[C:34](Cl)=[O:35].C(Cl)(=O)C1C=CC=CC=1.[NH2:46][OH:47].Cl. Product: [OH:47][NH:46][C:4](=[O:3])[CH2:5][CH2:6][CH2:7][CH2:8][CH2:9][C:34]([C:25]1[CH:26]=[CH:27][C:28]2[C:33](=[CH:32][CH:31]=[CH:30][CH:29]=2)[CH:24]=1)=[O:35]. The catalyst class is: 66.